Dataset: Forward reaction prediction with 1.9M reactions from USPTO patents (1976-2016). Task: Predict the product of the given reaction. (1) Given the reactants Cl[C:2]1[C:10](C)=CC=C[C:3]=1C(O)=O.[CH3:12][C:13]([NH:15][C@@H:16]1[C:32]2[C:25](=[CH:26][CH:27]=[C:28]([O:33][CH3:34])C([CH:31]=2)=O)[C:24]2[C:23]([O:35][CH3:36])=[C:22]([O:37][CH3:38])[C:21]([O:39][CH3:40])=[CH:20][C:19]=2[CH2:18][CH2:17]1)=[O:14], predict the reaction product. The product is: [CH3:34][O:33][C:28]1[CH:27]=[CH:26][C:25]2[C:24]3[C:23]([O:35][CH3:36])=[C:22]([O:37][CH3:38])[C:21]([O:39][CH3:40])=[CH:20][C:19]=3[CH2:18][CH2:17][CH:16]([NH:15][C:13]([CH:12]3[CH2:3][CH:2]3[CH3:10])=[O:14])[C:32]=2[CH:31]=1. (2) Given the reactants [Cl:1][C:2]1[C:7]([O:8][C:9]2[C:14]([C:15]([F:18])([F:17])[F:16])=[CH:13][CH:12]=[CH:11][N:10]=2)=[CH:6][C:5]([NH:19][C:20](=[O:23])[CH2:21]Cl)=[C:4]([F:24])[CH:3]=1.[CH2:25]([NH2:27])[CH3:26], predict the reaction product. The product is: [Cl:1][C:2]1[C:7]([O:8][C:9]2[C:14]([C:15]([F:18])([F:17])[F:16])=[CH:13][CH:12]=[CH:11][N:10]=2)=[CH:6][C:5]([NH:19][C:20](=[O:23])[CH2:21][NH:27][CH2:25][CH3:26])=[C:4]([F:24])[CH:3]=1. (3) Given the reactants [ClH:1].[Br:2][C:3]1[CH:8]=[CH:7][C:6]([C@@H:9]([C@H:29]2[N:33](C(OC(C)(C)C)=O)[C:32]([CH3:42])([CH3:41])[CH2:31][CH2:30]2)[C:10]([N:12]2[CH2:17][CH2:16][N:15]([C:18]3[C:19]4[C@H:26]([CH3:27])[CH2:25][C@@H:24]([OH:28])[C:20]=4[N:21]=[CH:22][N:23]=3)[CH2:14][CH2:13]2)=[O:11])=[CH:5][C:4]=1[F:43], predict the reaction product. The product is: [ClH:1].[ClH:1].[Br:2][C:3]1[CH:8]=[CH:7][C:6]([C@@H:9]([C@@H:29]2[CH2:30][CH2:31][C:32]([CH3:42])([CH3:41])[NH:33]2)[C:10]([N:12]2[CH2:17][CH2:16][N:15]([C:18]3[C:19]4[C@H:26]([CH3:27])[CH2:25][C@@H:24]([OH:28])[C:20]=4[N:21]=[CH:22][N:23]=3)[CH2:14][CH2:13]2)=[O:11])=[CH:5][C:4]=1[F:43]. (4) Given the reactants [F:1][C:2]1[C:13]([F:14])=[CH:12][CH:11]=[CH:10][C:3]=1[C:4](N(OC)C)=[O:5].[CH3:15][O:16][C:17]1[CH:22]=[CH:21][C:20]([Mg]Br)=[CH:19][C:18]=1[CH3:25], predict the reaction product. The product is: [F:1][C:2]1[C:13]([F:14])=[CH:12][CH:11]=[CH:10][C:3]=1[C:4]([C:20]1[CH:21]=[CH:22][C:17]([O:16][CH3:15])=[C:18]([CH3:25])[CH:19]=1)=[O:5].